Predict the reaction yield, written as a fraction of the theoretical maximum amount of product (1.0 means a 100% yield; for example, 0.34 means a 34% yield). From a dataset of Reaction yield outcomes from USPTO patents with 853,638 reactions. (1) The reactants are C(OC([NH:8][C:9]1[O:17][C:16]2[C:11](=[N:12][CH:13]=[C:14]([CH3:18])[CH:15]=2)[C:10]=1[C:19]([NH:21][C:22]1[CH:23]=[N:24][CH:25]=[CH:26][C:27]=1[N:28]1[CH2:33][C@H:32]([CH3:34])[CH2:31][C@H:30]([NH:35]C(=O)OC(C)(C)C)[CH2:29]1)=[O:20])=O)(C)(C)C.Cl.O1CCOCC1. The catalyst is CO. The product is [NH2:8][C:9]1[O:17][C:16]2[C:11](=[N:12][CH:13]=[C:14]([CH3:18])[CH:15]=2)[C:10]=1[C:19]([NH:21][C:22]1[CH:23]=[N:24][CH:25]=[CH:26][C:27]=1[N:28]1[CH2:33][C@H:32]([CH3:34])[CH2:31][C@H:30]([NH2:35])[CH2:29]1)=[O:20]. The yield is 0.510. (2) The reactants are [H-].[Na+].[NH:3]1[C:11]2[C:6](=[CH:7][C:8]([NH:12][C:13]3[C:22]4[C:17](=[CH:18][CH:19]=[CH:20][C:21]=4[O:23][CH:24]4[CH2:29][CH2:28][N:27]([CH3:30])[CH2:26][CH2:25]4)[N:16]=[CH:15][N:14]=3)=[CH:9][CH:10]=2)[CH:5]=[CH:4]1.[OH2:31]. The catalyst is CN(C=O)C. The product is [CH3:8][C:9]1[O:31][N:3]=[C:11]([CH2:6][N:3]2[C:11]3[C:6](=[CH:7][C:8]([NH:12][C:13]4[C:22]5[C:17](=[CH:18][CH:19]=[CH:20][C:21]=5[O:23][CH:24]5[CH2:29][CH2:28][N:27]([CH3:30])[CH2:26][CH2:25]5)[N:16]=[CH:15][N:14]=4)=[CH:9][CH:10]=3)[CH:5]=[CH:4]2)[CH:10]=1. The yield is 0.170.